Dataset: Full USPTO retrosynthesis dataset with 1.9M reactions from patents (1976-2016). Task: Predict the reactants needed to synthesize the given product. (1) Given the product [OH:25][C:26]1[CH:27]=[CH:28][C:29]([N:34]2[CH2:39][CH2:38][N:37]([CH2:40][CH2:41][C:42]3[CH:43]=[CH:44][CH:45]=[CH:46][CH:47]=3)[CH2:36][CH2:35]2)=[C:30]([CH:33]=1)[C:31]#[N:32], predict the reactants needed to synthesize it. The reactants are: COC1C=CC(N2CCN(CCC3C=CC=CC=3)CC2)=CC=1C.C[O:25][C:26]1[CH:27]=[CH:28][C:29]([N:34]2[CH2:39][CH2:38][N:37]([CH2:40][CH2:41][C:42]3[CH:47]=[CH:46][CH:45]=[CH:44][CH:43]=3)[CH2:36][CH2:35]2)=[C:30]([CH:33]=1)[C:31]#[N:32]. (2) Given the product [CH3:47][O:46][C:44]([C:43]1[CH:42]=[CH:41][C:40]([C:4]2[CH:5]=[CH:6][C:7]([CH:8]([CH3:28])[C:9]([C:15]3[CH:16]=[CH:17][C:18]4[O:23][CH2:22][C:21](=[O:24])[N:20]([CH2:25][CH3:26])[C:19]=4[CH:27]=3)([OH:14])[C:10]([F:13])([F:11])[F:12])=[C:2]([Cl:1])[CH:3]=2)=[CH:39][C:38]=1[Cl:37])=[O:45], predict the reactants needed to synthesize it. The reactants are: [Cl:1][C:2]1[CH:3]=[C:4](OS(C(F)(F)F)(=O)=O)[CH:5]=[CH:6][C:7]=1[CH:8]([CH3:28])[C:9]([C:15]1[CH:16]=[CH:17][C:18]2[O:23][CH2:22][C:21](=[O:24])[N:20]([CH2:25][CH3:26])[C:19]=2[CH:27]=1)([OH:14])[C:10]([F:13])([F:12])[F:11].[Cl:37][C:38]1[CH:39]=[C:40](B(O)O)[CH:41]=[CH:42][C:43]=1[C:44]([O:46][CH3:47])=[O:45].O.C([O-])([O-])=O.[Na+].[Na+].